From a dataset of Forward reaction prediction with 1.9M reactions from USPTO patents (1976-2016). Predict the product of the given reaction. (1) Given the reactants N(C1C=C[C:7]([NH:10][C:11](N)=[S:12])=CC=1)=C=S.C1(N=C=S)C=CC(N=C=[S:22])=CC=1.N.[CH2:27]1[CH2:37][CH2:36][N:35]2[C:30](=[N:31]CCC2)[CH2:29][CH2:28]1, predict the reaction product. The product is: [CH:11]([NH:10][CH:7]=[S:22])=[S:12].[C:30]1([NH2:31])[CH:29]=[CH:28][CH:27]=[CH:37][C:36]=1[NH2:35]. (2) Given the reactants C(OC([N:8]1[C:12]2[CH:13]=[C:14]([S:18]([C:21]3[CH:25]=[C:24]([C:26]([NH:28][C:29]([O:31][C:32]([CH3:35])([CH3:34])[CH3:33])=[O:30])=[NH:27])[S:23][C:22]=3[S:36][CH3:37])(=[O:20])=[O:19])[CH:15]=[C:16]([Br:17])[C:11]=2[N:10]=[CH:9]1)=O)(C)(C)C.C([O-])([O-])=O.[Na+].[Na+], predict the reaction product. The product is: [C:32]([O:31][C:29](=[O:30])[NH:28][C:26]([C:24]1[S:23][C:22]([S:36][CH3:37])=[C:21]([S:18]([C:14]2[CH:15]=[C:16]([Br:17])[C:11]3[N:10]=[CH:9][NH:8][C:12]=3[CH:13]=2)(=[O:19])=[O:20])[CH:25]=1)=[NH:27])([CH3:35])([CH3:34])[CH3:33]. (3) The product is: [CH3:5][C:6]1([CH3:17])[C:15]2[C:10](=[CH:11][C:12]([Br:18])=[CH:13][CH:14]=2)[C:9](=[O:16])[CH2:8][CH2:7]1. Given the reactants [Al+3].[Cl-].[Cl-].[Cl-].[CH3:5][C:6]1([CH3:17])[C:15]2[C:10](=[CH:11][CH:12]=[CH:13][CH:14]=2)[C:9](=[O:16])[CH2:8][CH2:7]1.[Br:18]Br, predict the reaction product.